From a dataset of Forward reaction prediction with 1.9M reactions from USPTO patents (1976-2016). Predict the product of the given reaction. (1) Given the reactants [C:1]([C:4]1[NH:14][C:7]2=[N:8][CH:9]=[C:10]([CH:12]=O)[CH:11]=[C:6]2[CH:5]=1)(=[O:3])[CH3:2].[CH3:15][C:16]1[CH:41]=[CH:40][C:39]([N+:42]([O-:44])=[O:43])=[CH:38][C:17]=1[CH2:18][P+](C1C=CC=CC=1)(C1C=CC=CC=1)C1C=CC=CC=1.[Li+].[OH-].[NH4+].[Cl-], predict the reaction product. The product is: [CH3:15][C:16]1[CH:41]=[CH:40][C:39]([N+:42]([O-:44])=[O:43])=[CH:38][C:17]=1[CH:18]=[CH:12][C:10]1[CH:11]=[C:6]2[CH:5]=[C:4]([C:1](=[O:3])[CH3:2])[NH:14][C:7]2=[N:8][CH:9]=1. (2) Given the reactants C(OC([N:8]1[CH2:11][CH:10]([NH:12][C:13]2[CH:14]=[C:15]3[C:24](=[CH:25][C:26]=2[C:27]([F:30])([F:29])[F:28])[O:23][CH2:22][C:21]2[N:16]3[C@@H:17]([CH3:32])[C:18](=[O:31])[NH:19][N:20]=2)[CH2:9]1)=O)(C)(C)C.[C:33]([OH:39])([C:35]([F:38])([F:37])[F:36])=[O:34], predict the reaction product. The product is: [F:36][C:35]([F:38])([F:37])[C:33]([OH:39])=[O:34].[NH:8]1[CH2:9][CH:10]([NH:12][C:13]2[CH:14]=[C:15]3[C:24](=[CH:25][C:26]=2[C:27]([F:30])([F:28])[F:29])[O:23][CH2:22][C:21]2[N:16]3[C@@H:17]([CH3:32])[C:18](=[O:31])[NH:19][N:20]=2)[CH2:11]1. (3) Given the reactants Br[C:2]1[CH:3]=[C:4]([NH:10][C:11]2[N:12]=[CH:13][N:14]([CH:16]3[CH2:21][CH2:20][N:19]([CH:22]4[CH2:25][O:24][CH2:23]4)[CH2:18][CH2:17]3)[CH:15]=2)[C:5](=[O:9])[N:6]([CH3:8])[CH:7]=1.[C:26]([O:29][CH2:30][C:31]1[C:32]([N:46]2[CH2:58][CH2:57][N:49]3[C:50]4[CH2:51][CH2:52][CH2:53][CH2:54][C:55]=4[CH:56]=[C:48]3[C:47]2=[O:59])=[N:33][CH:34]=[CH:35][C:36]=1B1OC(C)(C)C(C)(C)O1)(=[O:28])[CH3:27].[O-]P([O-])([O-])=O.[K+].[K+].[K+].C([O-])(=O)C.[Na+], predict the reaction product. The product is: [C:26]([O:29][CH2:30][C:31]1[C:32]([N:46]2[CH2:58][CH2:57][N:49]3[C:50]4[CH2:51][CH2:52][CH2:53][CH2:54][C:55]=4[CH:56]=[C:48]3[C:47]2=[O:59])=[N:33][CH:34]=[CH:35][C:36]=1[C:2]1[CH:3]=[C:4]([NH:10][C:11]2[N:12]=[CH:13][N:14]([CH:16]3[CH2:21][CH2:20][N:19]([CH:22]4[CH2:25][O:24][CH2:23]4)[CH2:18][CH2:17]3)[CH:15]=2)[C:5](=[O:9])[N:6]([CH3:8])[CH:7]=1)(=[O:28])[CH3:27]. (4) Given the reactants [Cl:1][C:2]1[CH:14]=[CH:13][C:5]([CH2:6][CH2:7][NH:8][C:9]([NH:11][NH2:12])=[O:10])=[CH:4][CH:3]=1.[CH3:15][O:16][C:17]1[CH:18]=[C:19]([CH:22]=[CH:23][C:24]=1[O:25][CH3:26])[CH:20]=O, predict the reaction product. The product is: [Cl:1][C:2]1[CH:3]=[CH:4][C:5]([CH2:6][CH2:7][NH:8][C:9]([NH:11][N:12]=[CH:20][C:19]2[CH:22]=[CH:23][C:24]([O:25][CH3:26])=[C:17]([O:16][CH3:15])[CH:18]=2)=[O:10])=[CH:13][CH:14]=1. (5) Given the reactants [NH2:1][C:2]1[C:7]([C:8]#[N:9])=[C:6]([C:10]2[CH:15]=[CH:14][C:13]([O:16][CH2:17][CH2:18][O:19][CH3:20])=[CH:12][CH:11]=2)[C:5]([C:21]#[N:22])=[C:4]([SH:23])[N:3]=1.C(=O)(O)[O-].[Na+].Cl[CH2:30][C:31]1[N:32]=[C:33]([C:36]2[CH:41]=[CH:40][CH:39]=[CH:38][N:37]=2)[S:34][CH:35]=1.O, predict the reaction product. The product is: [NH2:1][C:2]1[C:7]([C:8]#[N:9])=[C:6]([C:10]2[CH:11]=[CH:12][C:13]([O:16][CH2:17][CH2:18][O:19][CH3:20])=[CH:14][CH:15]=2)[C:5]([C:21]#[N:22])=[C:4]([S:23][CH2:30][C:31]2[N:32]=[C:33]([C:36]3[CH:41]=[CH:40][CH:39]=[CH:38][N:37]=3)[S:34][CH:35]=2)[N:3]=1. (6) Given the reactants [O:1]1[CH2:3][C@@H:2]1[CH2:4][O:5][C@@H:6]([C:8]1[CH:13]=[CH:12][CH:11]=[CH:10][C:9]=1[CH2:14][CH2:15][C:16]([O:18][CH3:19])=[O:17])[CH3:7].[CH3:20][C:21]([NH2:34])([CH3:33])[CH2:22][C:23]1[CH:32]=[CH:31][C:30]2[C:25](=[CH:26][CH:27]=[CH:28][CH:29]=2)[CH:24]=1.Cl([O-])(=O)(=O)=O.[Li+], predict the reaction product. The product is: [OH:1][C@H:2]([CH2:3][NH:34][C:21]([CH3:33])([CH3:20])[CH2:22][C:23]1[CH:32]=[CH:31][C:30]2[C:25](=[CH:26][CH:27]=[CH:28][CH:29]=2)[CH:24]=1)[CH2:4][O:5][C@@H:6]([C:8]1[CH:13]=[CH:12][CH:11]=[CH:10][C:9]=1[CH2:14][CH2:15][C:16]([O:18][CH3:19])=[O:17])[CH3:7]. (7) Given the reactants O=C1CCC(=O)N1O[C:9](=[O:27])[C:10]1[CH:15]=[CH:14][C:13]([O:16][C:17](=[O:26])[N:18]([CH3:25])[C:19]2[CH:24]=[CH:23][CH:22]=[CH:21][CH:20]=2)=[CH:12][CH:11]=1.[O:28]1[CH2:32][CH2:31][CH2:30][CH:29]1[CH2:33][NH2:34], predict the reaction product. The product is: [O:28]1[CH2:32][CH2:31][CH2:30][CH:29]1[CH2:33][NH:34][C:9]([C:10]1[CH:11]=[CH:12][C:13]([O:16][C:17](=[O:26])[N:18]([CH3:25])[C:19]2[CH:20]=[CH:21][CH:22]=[CH:23][CH:24]=2)=[CH:14][CH:15]=1)=[O:27]. (8) Given the reactants Br[C:2]1[C:3]([C:10]2[CH:15]=[CH:14][C:13]([CH3:16])=[CH:12][CH:11]=2)=[N:4][C:5]([O:8][CH3:9])=[CH:6][CH:7]=1.[CH3:17][O:18][C:19]1[CH:24]=[CH:23][C:22]([CH:25]2[CH2:30][NH:29][CH2:28][CH2:27][N:26]2[CH3:31])=[CH:21][CH:20]=1.C1C=CC(P(C2C(C3C(P(C4C=CC=CC=4)C4C=CC=CC=4)=CC=C4C=3C=CC=C4)=C3C(C=CC=C3)=CC=2)C2C=CC=CC=2)=CC=1.CC(C)([O-])C.[Na+], predict the reaction product. The product is: [CH3:9][O:8][C:5]1[N:4]=[C:3]([C:10]2[CH:15]=[CH:14][C:13]([CH3:16])=[CH:12][CH:11]=2)[C:2]([N:29]2[CH2:28][CH2:27][N:26]([CH3:31])[CH:25]([C:22]3[CH:23]=[CH:24][C:19]([O:18][CH3:17])=[CH:20][CH:21]=3)[CH2:30]2)=[CH:7][CH:6]=1.